Task: Regression. Given two drug SMILES strings and cell line genomic features, predict the synergy score measuring deviation from expected non-interaction effect.. Dataset: NCI-60 drug combinations with 297,098 pairs across 59 cell lines (1) Drug 1: CC1C(C(=O)NC(C(=O)N2CCCC2C(=O)N(CC(=O)N(C(C(=O)O1)C(C)C)C)C)C(C)C)NC(=O)C3=C4C(=C(C=C3)C)OC5=C(C(=O)C(=C(C5=N4)C(=O)NC6C(OC(=O)C(N(C(=O)CN(C(=O)C7CCCN7C(=O)C(NC6=O)C(C)C)C)C)C(C)C)C)N)C. Drug 2: CCCCCOC(=O)NC1=NC(=O)N(C=C1F)C2C(C(C(O2)C)O)O. Cell line: U251. Synergy scores: CSS=9.56, Synergy_ZIP=-2.85, Synergy_Bliss=-0.679, Synergy_Loewe=-8.11, Synergy_HSA=-1.01. (2) Drug 1: C1=CC(=CC=C1C#N)C(C2=CC=C(C=C2)C#N)N3C=NC=N3. Drug 2: CC12CCC3C(C1CCC2OP(=O)(O)O)CCC4=C3C=CC(=C4)OC(=O)N(CCCl)CCCl.[Na+]. Cell line: PC-3. Synergy scores: CSS=-2.90, Synergy_ZIP=6.26, Synergy_Bliss=7.86, Synergy_Loewe=2.63, Synergy_HSA=3.11. (3) Drug 1: C1=CC(=CC=C1CCC2=CNC3=C2C(=O)NC(=N3)N)C(=O)NC(CCC(=O)O)C(=O)O. Drug 2: CCC1(C2=C(COC1=O)C(=O)N3CC4=CC5=C(C=CC(=C5CN(C)C)O)N=C4C3=C2)O.Cl. Cell line: UACC-257. Synergy scores: CSS=20.9, Synergy_ZIP=-2.50, Synergy_Bliss=1.38, Synergy_Loewe=3.21, Synergy_HSA=3.05. (4) Drug 1: CCCCCOC(=O)NC1=NC(=O)N(C=C1F)C2C(C(C(O2)C)O)O. Drug 2: CC1C(C(CC(O1)OC2CC(CC3=C2C(=C4C(=C3O)C(=O)C5=CC=CC=C5C4=O)O)(C(=O)C)O)N)O. Cell line: UACC-257. Synergy scores: CSS=42.3, Synergy_ZIP=-3.51, Synergy_Bliss=-2.11, Synergy_Loewe=-52.2, Synergy_HSA=-0.856. (5) Drug 1: CS(=O)(=O)C1=CC(=C(C=C1)C(=O)NC2=CC(=C(C=C2)Cl)C3=CC=CC=N3)Cl. Drug 2: C1CCC(C1)C(CC#N)N2C=C(C=N2)C3=C4C=CNC4=NC=N3. Cell line: SR. Synergy scores: CSS=45.3, Synergy_ZIP=-0.946, Synergy_Bliss=-3.15, Synergy_Loewe=-8.04, Synergy_HSA=-3.92. (6) Drug 1: CNC(=O)C1=CC=CC=C1SC2=CC3=C(C=C2)C(=NN3)C=CC4=CC=CC=N4. Drug 2: CC1=C2C(C(=O)C3(C(CC4C(C3C(C(C2(C)C)(CC1OC(=O)C(C(C5=CC=CC=C5)NC(=O)OC(C)(C)C)O)O)OC(=O)C6=CC=CC=C6)(CO4)OC(=O)C)OC)C)OC. Cell line: UACC-257. Synergy scores: CSS=25.9, Synergy_ZIP=3.30, Synergy_Bliss=3.16, Synergy_Loewe=-11.7, Synergy_HSA=2.64. (7) Drug 1: CC12CCC3C(C1CCC2=O)CC(=C)C4=CC(=O)C=CC34C. Drug 2: C1=CN(C=N1)CC(O)(P(=O)(O)O)P(=O)(O)O. Cell line: HCT-15. Synergy scores: CSS=4.06, Synergy_ZIP=-14.9, Synergy_Bliss=-29.0, Synergy_Loewe=-32.5, Synergy_HSA=-30.5.